From a dataset of Forward reaction prediction with 1.9M reactions from USPTO patents (1976-2016). Predict the product of the given reaction. (1) The product is: [Cl:1][C:2]1[C:10]2[N:9]=[N:8][N:7]([CH2:11][CH:12]3[CH2:13][CH2:14]3)[C:6]=2[CH:5]=[CH:4][C:3]=1[C:15]#[C:16][C:18]1[CH:19]=[N:20][CH:21]=[CH:22][C:23]=1[CH3:24]. Given the reactants [Cl:1][C:2]1[C:10]2[N:9]=[N:8][N:7]([CH2:11][CH:12]3[CH2:14][CH2:13]3)[C:6]=2[CH:5]=[CH:4][C:3]=1[C:15]#[CH:16].Br[C:18]1[CH:19]=[N:20][CH:21]=[CH:22][C:23]=1[CH3:24].C(N(CC)CC)C, predict the reaction product. (2) Given the reactants Cl[C:2]1[CH:7]=[CH:6][CH:5]=[CH:4][CH:3]=1.[C:8]1([NH:14][C:15]2[CH:20]=[CH:19][CH:18]=[CH:17][CH:16]=2)[CH:13]=[CH:12][CH:11]=[CH:10][CH:9]=1.CC(C)([O-])C.[Na+], predict the reaction product. The product is: [C:2]1([N:14]([C:15]2[CH:16]=[CH:17][CH:18]=[CH:19][CH:20]=2)[C:8]2[CH:13]=[CH:12][CH:11]=[CH:10][CH:9]=2)[CH:7]=[CH:6][CH:5]=[CH:4][CH:3]=1.